From a dataset of Forward reaction prediction with 1.9M reactions from USPTO patents (1976-2016). Predict the product of the given reaction. (1) Given the reactants [CH3:1][C:2]([NH:37]C(=O)OC(C)(C)C)([CH3:36])[C:3]([NH:5][C@H:6]([CH2:27][CH2:28][O:29][C:30]1[CH:35]=[CH:34][CH:33]=[CH:32][CH:31]=1)[C:7]([N:9]1[CH2:26][CH2:25][CH2:24][C@:11]2([C:15](=[O:16])[N:14]([CH3:17])[CH2:13][C@H:12]2[C:18]2[CH:23]=[CH:22][CH:21]=[CH:20][CH:19]=2)[CH2:10]1)=[O:8])=[O:4].C(O)(C(F)(F)F)=O, predict the reaction product. The product is: [NH2:37][C:2]([CH3:36])([CH3:1])[C:3]([NH:5][C@H:6]([CH2:27][CH2:28][O:29][C:30]1[CH:31]=[CH:32][CH:33]=[CH:34][CH:35]=1)[C:7]([N:9]1[CH2:26][CH2:25][CH2:24][C@:11]2([C:15](=[O:16])[N:14]([CH3:17])[CH2:13][C@H:12]2[C:18]2[CH:19]=[CH:20][CH:21]=[CH:22][CH:23]=2)[CH2:10]1)=[O:8])=[O:4]. (2) Given the reactants [C:1]([C:5]1[CH:10]=[CH:9][C:8]([C:11]2[NH:15][C:14]([O:16]C)=[N:13][N:12]=2)=[CH:7][CH:6]=1)([CH3:4])([CH3:3])[CH3:2], predict the reaction product. The product is: [C:1]([C:5]1[CH:6]=[CH:7][C:8]([C:11]2[NH:15][C:14]([OH:16])=[N:13][N:12]=2)=[CH:9][CH:10]=1)([CH3:4])([CH3:2])[CH3:3]. (3) Given the reactants [C:1]([O:4][C:5]1[CH:31]=[CH:30][C:8]([CH2:9][S:10][C:11]2[C:21]3[CH2:20][CH2:19][N:18](C(OC(C)(C)C)=O)[CH2:17][CH2:16][C:15]=3[CH:14]=[CH:13][C:12]=2[Cl:29])=[CH:7][CH:6]=1)(=O)[CH3:2].[CH:32]1(O)[CH2:38][CH2:37]CC[CH2:34][CH2:33]1, predict the reaction product. The product is: [ClH:29].[Cl:29][C:12]1[CH:13]=[CH:14][C:15]2[CH2:16][CH2:17][NH:18][CH2:19][CH2:20][C:21]=2[C:11]=1[S:10][CH2:9][C:8]1[CH:30]=[CH:31][C:5]([O:4][CH:1]2[CH2:2][CH2:37][CH2:38][CH2:32][CH2:33][CH2:34]2)=[CH:6][CH:7]=1.